This data is from Reaction yield outcomes from USPTO patents with 853,638 reactions. The task is: Predict the reaction yield, written as a fraction of the theoretical maximum amount of product (1.0 means a 100% yield; for example, 0.34 means a 34% yield). (1) The reactants are OO.C(OC(C(F)(F)F)=O)(C(F)(F)F)=[O:4].[CH3:16][N:17]([CH3:35])[CH2:18][CH2:19][CH2:20][C:21]1[N:22]=[N+:23]([O-:34])[C:24]2[CH:33]=[C:32]3[C:28]([CH2:29][CH2:30][CH2:31]3)=[CH:27][C:25]=2[N:26]=1.C(O)(C(F)(F)F)=O. The catalyst is C(Cl)Cl.N. The product is [O-:34][N+:23]1[C:24]2[CH:33]=[C:32]3[C:28](=[CH:27][C:25]=2[N+:26]([O-:4])=[C:21]([CH2:20][CH2:19][CH2:18][N:17]([CH3:16])[CH3:35])[N:22]=1)[CH2:29][CH2:30][CH2:31]3. The yield is 0.410. (2) The reactants are [C:1]1([C:7]2[C:8]([N:25]3[CH2:30][CH2:29][NH:28][CH2:27][CH2:26]3)=[C:9]3[C:15]([NH:16][C:17](=[O:24])[C:18]4[CH:23]=[CH:22][CH:21]=[N:20][CH:19]=4)=[CH:14][NH:13][C:10]3=[N:11][CH:12]=2)[CH:6]=[CH:5][CH:4]=[CH:3][CH:2]=1.[C:31]([O:35][C:36]([NH:38][CH2:39][CH2:40][C:41](O)=[O:42])=[O:37])([CH3:34])([CH3:33])[CH3:32].C1C=CC2N(O)N=NC=2C=1.O.CCN=C=NCCCN(C)C.CCN(C(C)C)C(C)C.C([O-])([O-])=O.[Na+].[Na+]. The catalyst is C(Cl)Cl. The product is [C:17]([NH:16][C:15]1[C:9]2[C:10](=[N:11][CH:12]=[C:7]([C:1]3[CH:6]=[CH:5][CH:4]=[CH:3][CH:2]=3)[C:8]=2[N:25]2[CH2:26][CH2:27][N:28]([C:41](=[O:42])[CH2:40][CH2:39][NH:38][C:36](=[O:37])[O:35][C:31]([CH3:32])([CH3:33])[CH3:34])[CH2:29][CH2:30]2)[NH:13][CH:14]=1)(=[O:24])[C:18]1[CH:23]=[CH:22][CH:21]=[N:20][CH:19]=1. The yield is 0.909. (3) The reactants are C([O:3][C:4]([C:6]1[C:7]([C:15]2[CH:20]=[CH:19][CH:18]=[C:17]([CH3:21])[N:16]=2)=[N:8][N:9]2[CH:14]=[CH:13][CH:12]=[CH:11][C:10]=12)=[O:5])C.[OH-].[Na+]. The catalyst is CCO. The product is [CH3:21][C:17]1[N:16]=[C:15]([C:7]2[C:6]([C:4]([OH:5])=[O:3])=[C:10]3[CH:11]=[CH:12][CH:13]=[CH:14][N:9]3[N:8]=2)[CH:20]=[CH:19][CH:18]=1. The yield is 0.940. (4) The reactants are [Cl:1][C:2]1[CH:7]=[CH:6][C:5]([N+:8]([O-])=O)=[CH:4][C:3]=1[O:11][CH2:12][CH2:13][O:14][CH3:15].C(O[CH:19]=[C:20]([C:26]([O:28][CH2:29][CH3:30])=[O:27])[C:21]([O:23][CH2:24][CH3:25])=[O:22])C.[O-]S([O-])(=O)=O.[Na+].[Na+]. The catalyst is [Pt].CCOC(C)=O.[I-].[Zn+2].[I-]. The product is [Cl:1][C:2]1[CH:7]=[CH:6][C:5]([NH:8][CH:19]=[C:20]([C:21]([O:23][CH2:24][CH3:25])=[O:22])[C:26]([O:28][CH2:29][CH3:30])=[O:27])=[CH:4][C:3]=1[O:11][CH2:12][CH2:13][O:14][CH3:15]. The yield is 0.770. (5) The reactants are [CH2:1]([C:3]1[N:13]([C:14]2[CH:19]=[CH:18][C:17]([CH2:20][CH2:21][NH:22][CH3:23])=[CH:16][CH:15]=2)[C:6]2=[N:7][C:8]([CH3:12])=[CH:9][C:10]([CH3:11])=[C:5]2[N:4]=1)[CH3:2].[C:24]1([CH3:36])[CH:29]=[CH:28][C:27]([S:30]([N:33]=[C:34]=[O:35])(=[O:32])=[O:31])=[CH:26][CH:25]=1. The catalyst is ClCCl.C(N(CC)CC)C. The product is [CH2:1]([C:3]1[N:13]([C:14]2[CH:15]=[CH:16][C:17]([CH2:20][CH2:21][N:22]([CH3:23])[C:34]([NH:33][S:30]([C:27]3[CH:26]=[CH:25][C:24]([CH3:36])=[CH:29][CH:28]=3)(=[O:31])=[O:32])=[O:35])=[CH:18][CH:19]=2)[C:6]2=[N:7][C:8]([CH3:12])=[CH:9][C:10]([CH3:11])=[C:5]2[N:4]=1)[CH3:2]. The yield is 0.420.